From a dataset of NCI-60 drug combinations with 297,098 pairs across 59 cell lines. Regression. Given two drug SMILES strings and cell line genomic features, predict the synergy score measuring deviation from expected non-interaction effect. Drug 1: COC1=C(C=C2C(=C1)N=CN=C2NC3=CC(=C(C=C3)F)Cl)OCCCN4CCOCC4. Drug 2: COCCOC1=C(C=C2C(=C1)C(=NC=N2)NC3=CC=CC(=C3)C#C)OCCOC.Cl. Cell line: HL-60(TB). Synergy scores: CSS=10.8, Synergy_ZIP=-3.31, Synergy_Bliss=-0.315, Synergy_Loewe=1.11, Synergy_HSA=1.17.